Dataset: Peptide-MHC class II binding affinity with 134,281 pairs from IEDB. Task: Regression. Given a peptide amino acid sequence and an MHC pseudo amino acid sequence, predict their binding affinity value. This is MHC class II binding data. (1) The peptide sequence is DVNAGFKAAVAAAAN. The MHC is DRB1_1302 with pseudo-sequence DRB1_1302. The binding affinity (normalized) is 0.230. (2) The peptide sequence is EKYYFAATQFEPLAA. The MHC is HLA-DPA10301-DPB10402 with pseudo-sequence HLA-DPA10301-DPB10402. The binding affinity (normalized) is 0.959. (3) The peptide sequence is DIIFDIYFAILMMSC. The MHC is DRB3_0101 with pseudo-sequence DRB3_0101. The binding affinity (normalized) is 0.429. (4) The peptide sequence is LRYRYGLFKQRIAKE. The MHC is HLA-DQA10102-DQB10602 with pseudo-sequence HLA-DQA10102-DQB10602. The binding affinity (normalized) is 0.466. (5) The peptide sequence is AAAGLAAAAPLESRQ. The MHC is DRB1_0401 with pseudo-sequence DRB1_0401. The binding affinity (normalized) is 0.667. (6) The peptide sequence is PVGDIYKRWIILGLNKIV. The MHC is HLA-DQA10501-DQB10301 with pseudo-sequence HLA-DQA10501-DQB10301. The binding affinity (normalized) is 0.194. (7) The peptide sequence is GELQIVDKIDAACKI. The MHC is DRB1_1201 with pseudo-sequence DRB1_1201. The binding affinity (normalized) is 0.612. (8) The peptide sequence is LDSSDTIWMDIEGPP. The MHC is DRB1_1302 with pseudo-sequence DRB1_1302. The binding affinity (normalized) is 0. (9) The peptide sequence is EYGNLSLSGIAQSASD. The MHC is HLA-DQA10601-DQB10402 with pseudo-sequence HLA-DQA10601-DQB10402. The binding affinity (normalized) is 0.451.